From a dataset of Catalyst prediction with 721,799 reactions and 888 catalyst types from USPTO. Predict which catalyst facilitates the given reaction. (1) Reactant: Cl.[NH2:2][CH:3]([CH2:8][OH:9])[C:4]([O:6][CH3:7])=[O:5].C(N(CC)CC)C.[F:17][C:18]([F:29])([F:28])[C:19]1[CH:27]=[CH:26][C:22]([C:23](Cl)=[O:24])=[CH:21][CH:20]=1. Product: [OH:9][CH2:8][CH:3]([NH:2][C:23]([C:22]1[CH:21]=[CH:20][C:19]([C:18]([F:17])([F:28])[F:29])=[CH:27][CH:26]=1)=[O:24])[C:4]([O:6][CH3:7])=[O:5]. The catalyst class is: 4. (2) Reactant: [Br:1][C:2]1[CH:3]=[CH:4][C:5]2[NH:6][C:7]3[C:12]([C:13]=2[CH:14]=1)=[CH:11][C:10]([Br:15])=[CH:9][CH:8]=3.[H-].[Na+].[C:18]([O:23][CH3:24])(=[O:22])[CH:19]1[O:21][CH2:20]1. Product: [Br:15][C:10]1[CH:9]=[CH:8][C:7]2[N:6]([CH2:20][CH:19]([OH:21])[C:18]([O:23][CH3:24])=[O:22])[C:5]3[C:13]([C:12]=2[CH:11]=1)=[CH:14][C:2]([Br:1])=[CH:3][CH:4]=3. The catalyst class is: 3.